This data is from Reaction yield outcomes from USPTO patents with 853,638 reactions. The task is: Predict the reaction yield, written as a fraction of the theoretical maximum amount of product (1.0 means a 100% yield; for example, 0.34 means a 34% yield). The reactants are [Cl:1][C:2]1[CH:7]=[CH:6][C:5]([C:8]2[C:16]3[O:15][CH:14]([CH2:17][NH:18]C(=O)OCC4C=CC=CC=4)[CH2:13][C:12]=3[CH:11]=[CH:10][CH:9]=2)=[C:4]([CH3:29])[CH:3]=1.I[Si](C)(C)C. The catalyst is C(#N)C. The product is [Cl:1][C:2]1[CH:7]=[CH:6][C:5]([C:8]2[C:16]3[O:15][CH:14]([CH2:17][NH2:18])[CH2:13][C:12]=3[CH:11]=[CH:10][CH:9]=2)=[C:4]([CH3:29])[CH:3]=1. The yield is 0.600.